From a dataset of Peptide-MHC class I binding affinity with 185,985 pairs from IEDB/IMGT. Regression. Given a peptide amino acid sequence and an MHC pseudo amino acid sequence, predict their binding affinity value. This is MHC class I binding data. (1) The peptide sequence is RMLFTSTNDK. The MHC is HLA-A31:01 with pseudo-sequence HLA-A31:01. The binding affinity (normalized) is 0.564. (2) The peptide sequence is QQRPDLILV. The MHC is HLA-A02:01 with pseudo-sequence HLA-A02:01. The binding affinity (normalized) is 0.248. (3) The peptide sequence is LINLTTIAY. The MHC is HLA-A29:02 with pseudo-sequence HLA-A29:02. The binding affinity (normalized) is 0.460.